The task is: Predict the product of the given reaction.. This data is from Forward reaction prediction with 1.9M reactions from USPTO patents (1976-2016). (1) Given the reactants I[C:2]1[CH:3]=[CH:4][C:5]2[N:6]([C:8]([CH3:12])=[C:9]([CH3:11])[N:10]=2)[CH:7]=1.[F:13][C:14]1[CH:28]=[CH:27][C:17]([CH2:18][O:19][C:20]2[CH:25]=[CH:24][NH:23][C:22](=[O:26])[CH:21]=2)=[CH:16][CH:15]=1.C(=O)([O-])[O-].[K+].[K+].CN[C@@H]1CCCC[C@H]1NC, predict the reaction product. The product is: [CH3:11][C:9]1[N:10]=[C:5]2[CH:4]=[CH:3][C:2]([N:23]3[CH:24]=[CH:25][C:20]([O:19][CH2:18][C:17]4[CH:27]=[CH:28][C:14]([F:13])=[CH:15][CH:16]=4)=[CH:21][C:22]3=[O:26])=[CH:7][N:6]2[C:8]=1[CH3:12]. (2) Given the reactants [NH2:1][C:2]1[CH:3]=[C:4]([C:8]2[C:9]3[C:16]([C:17]([O:19][CH2:20][CH3:21])=[O:18])=[CH:15][NH:14][C:10]=3[N:11]=[CH:12][N:13]=2)[CH:5]=[N:6][CH:7]=1.CCN([CH:28]([CH3:30])[CH3:29])C(C)C.[Cl-].[CH3:32][OH:33], predict the reaction product. The product is: [CH3:29][C:28](=[CH2:30])[C:32]([NH:1][C:2]1[CH:3]=[C:4]([C:8]2[C:9]3[C:16]([C:17]([O:19][CH2:20][CH3:21])=[O:18])=[CH:15][NH:14][C:10]=3[N:11]=[CH:12][N:13]=2)[CH:5]=[N:6][CH:7]=1)=[O:33]. (3) Given the reactants [CH2:1]([N:3]([CH2:18][CH3:19])[C:4](=[O:17])[C:5]1[CH:10]=[CH:9][C:8](Br)=[CH:7][C:6]=1[O:12][C:13]([F:16])([F:15])[F:14])[CH3:2].B1(B2OC(C)(C)C(C)(C)O2)OC(C)(C)C(C)(C)[O:21]1.C([O-])(=O)C.[K+], predict the reaction product. The product is: [CH2:1]([N:3]([CH2:18][CH3:19])[C:4](=[O:17])[C:5]1[CH:10]=[CH:9][C:8]([OH:21])=[CH:7][C:6]=1[O:12][C:13]([F:16])([F:15])[F:14])[CH3:2].